Predict which catalyst facilitates the given reaction. From a dataset of Catalyst prediction with 721,799 reactions and 888 catalyst types from USPTO. Reactant: [CH:1]([S:4]([C:7]1[CH:22]=[CH:21][C:20]([N+:23]([O-])=O)=[CH:19][C:8]=1[CH2:9][N:10]([CH3:18])[C:11](=[O:17])[O:12][C:13]([CH3:16])([CH3:15])[CH3:14])(=[O:6])=[O:5])([CH3:3])[CH3:2]. Product: [NH2:23][C:20]1[CH:21]=[CH:22][C:7]([S:4]([CH:1]([CH3:3])[CH3:2])(=[O:6])=[O:5])=[C:8]([CH:19]=1)[CH2:9][N:10]([CH3:18])[C:11](=[O:17])[O:12][C:13]([CH3:14])([CH3:15])[CH3:16]. The catalyst class is: 43.